Dataset: Catalyst prediction with 721,799 reactions and 888 catalyst types from USPTO. Task: Predict which catalyst facilitates the given reaction. (1) Product: [Cl:1][C:2]1[N:7]=[C:6]([C:8]([NH2:12])=[O:10])[CH:5]=[N:4][CH:3]=1. The catalyst class is: 3. Reactant: [Cl:1][C:2]1[N:7]=[C:6]([C:8]([OH:10])=O)[CH:5]=[N:4][CH:3]=1.C[N:12]1C(=O)CCC1.ClC(OCC(C)C)=O.[NH4+].[OH-]. (2) Reactant: [NH2:1][C:2]1[CH:3]=[C:4]([CH:7]=[CH:8][CH:9]=1)[CH:5]=[CH2:6].[F:10][C:11]1[CH:16]=[C:15]([F:17])[CH:14]=[CH:13][C:12]=1[C:18]1[CH:23]=[CH:22][C:21]([S:24](Cl)(=[O:26])=[O:25])=[CH:20][CH:19]=1.N1C=CC=CC=1. Product: [F:10][C:11]1[CH:16]=[C:15]([F:17])[CH:14]=[CH:13][C:12]=1[C:18]1[CH:19]=[CH:20][C:21]([S:24]([NH:1][C:2]2[CH:9]=[CH:8][CH:7]=[C:4]([CH:5]=[CH2:6])[CH:3]=2)(=[O:26])=[O:25])=[CH:22][CH:23]=1. The catalyst class is: 2.